From a dataset of Peptide-MHC class I binding affinity with 185,985 pairs from IEDB/IMGT. Regression. Given a peptide amino acid sequence and an MHC pseudo amino acid sequence, predict their binding affinity value. This is MHC class I binding data. (1) The peptide sequence is MPYVFTLLF. The MHC is HLA-B35:01 with pseudo-sequence HLA-B35:01. The binding affinity (normalized) is 1.00. (2) The peptide sequence is TELPLAYER. The MHC is HLA-A25:01 with pseudo-sequence HLA-A25:01. The binding affinity (normalized) is 0.0847.